This data is from Forward reaction prediction with 1.9M reactions from USPTO patents (1976-2016). The task is: Predict the product of the given reaction. Given the reactants [CH3:1][C:2]1[N:7]=[CH:6][C:5]([CH2:8][C:9]#[N:10])=[CH:4][N:3]=1.[C:11](OC)(=[O:14])[CH:12]=[CH2:13].CC([O-:21])(C)C.[K+].[CH2:23]1[CH2:27][O:26][CH2:25][CH2:24]1, predict the reaction product. The product is: [C:9]([C:8]1([C:5]2[CH:4]=[N:3][C:2]([CH3:1])=[N:7][CH:6]=2)[CH2:24][C:23]([C:27]([O:26][CH3:25])=[O:21])=[C:11]([OH:14])[CH2:12][CH2:13]1)#[N:10].